Dataset: Experimentally validated miRNA-target interactions with 360,000+ pairs, plus equal number of negative samples. Task: Binary Classification. Given a miRNA mature sequence and a target amino acid sequence, predict their likelihood of interaction. (1) The miRNA is hsa-miR-524-5p with sequence CUACAAAGGGAAGCACUUUCUC. The protein sequence of the target gene is MQIIRHSEQTLKTALISKNPVLVSQYEKLNAGEQRLMNEAFQPASDLFGPITLHSPSDWITSHPEAPQDFEQFFSDPYRKTPSPNKRSIYIQSIGSLGNTRIISEEYIKWLTGYCKAYFYGLRVKLLEPVPVSVTRCSFRVNENTHNLQIHAGDILKFLKKKKPEDAFCVVGITMIDLYPRDSWNFVFGQASLTDGVGIFSFARYGSDFYSMHYKGKVKKLKKTSSSDYSIFDNYYIPEITSVLLLRSCKTLTHEIGHIFGLRHCQWLACLMQGSNHLEEADRRPLNLCPICLHKLQCAV.... Result: 0 (no interaction). (2) The miRNA is hsa-miR-6751-3p with sequence ACUGAGCCUCUCUCUCUCCAG. The protein sequence of the target gene is MGSAGLSRLHGLFAVYKPPGLKWKHLRDTVELQLLKGLNARKPPAPKQRVRFLLGPMEGSEEKELTLTATSVPSFINHPLVCGPAFAHLKVGVGHRLDAQASGVLVLGVGHGCRLLTDMYNAHLTKDYTVRGLLGKATDDFREDGRLVEKTTYDHVTREKLDRILAVIQGSHQKALVMYSNLDLKTQEAYEMAVRGLIRPMNKSPMLITGIRCLYFAPPEFLLEVQCMHETQKELRKLVHEIGLELKTTAVCTQVRRTRDGFFTLDSALLRTQWDLTNIQDAIRAATPQVAAELEKSLSP.... Result: 1 (interaction).